This data is from Blood-brain barrier permeability classification from the B3DB database. The task is: Regression/Classification. Given a drug SMILES string, predict its absorption, distribution, metabolism, or excretion properties. Task type varies by dataset: regression for continuous measurements (e.g., permeability, clearance, half-life) or binary classification for categorical outcomes (e.g., BBB penetration, CYP inhibition). Dataset: b3db_classification. (1) The molecule is O=C1CC[C@@](c2ccccc2)(C2CCN(C/C=C/c3ccccc3)CC2)C(=O)N1. The result is 1 (penetrates BBB). (2) The molecule is CO/N=C(/C(=O)N[C@@H]1C(=O)N2C(C(=O)O)=C(COC(C)=O)CS[C@H]12)c1csc(N)n1. The result is 0 (does not penetrate BBB). (3) The molecule is CCOC(=O)[C@]1(N)[C@@H](S(=O)(=O)CC)[C@@H]1c1ccc2c(c1)OCO2. The result is 1 (penetrates BBB). (4) The result is 1 (penetrates BBB). The compound is CN1CCCC(CN2c3ccccc3Sc3ccccc32)C1. (5) The compound is O=C(CCCN1CCC2(CC1)C(=O)NCN2c1ccc(Br)cc1)c1ccc(F)cc1. The result is 1 (penetrates BBB).